Dataset: Catalyst prediction with 721,799 reactions and 888 catalyst types from USPTO. Task: Predict which catalyst facilitates the given reaction. (1) Reactant: [OH:1][C:2]1[CH:15]=[CH:14][C:5]([C:6]([C:8]2[CH:13]=[CH:12][CH:11]=[CH:10][CH:9]=2)=[O:7])=[CH:4][CH:3]=1.C(=O)([O-])[O-].[K+].[K+].[CH3:22][O:23][C:24]([C:26]1[O:27][C:28]([CH2:31]Cl)=[CH:29][CH:30]=1)=[O:25]. Product: [C:6]([C:5]1[CH:4]=[CH:3][C:2]([O:1][CH2:31][C:28]2[O:27][C:26]([C:24]([O:23][CH3:22])=[O:25])=[CH:30][CH:29]=2)=[CH:15][CH:14]=1)(=[O:7])[C:8]1[CH:13]=[CH:12][CH:11]=[CH:10][CH:9]=1. The catalyst class is: 3. (2) Reactant: C[C:2]1([O:20][C@@H:21]([C:23]2[CH:28]=[CH:27][CH:26]=[CH:25][C:24]=2[C:29]([F:32])([F:31])[F:30])[CH3:22])[CH:6]=[C:5]([N:7]2[C:11]3[CH:12]=[C:13](Br)[CH:14]=[CH:15][C:10]=3[N:9]=[CH:8]2)[S:4][CH:3]1[C:17]([O-:19])=[O:18].[CH:33]([B-](F)(F)F)=[CH2:34].[K+].[CH2:40](N(CC)CC)C.O. The catalyst class is: 259. Product: [F:31][C:29]([F:32])([F:30])[C:24]1[CH:25]=[CH:26][CH:27]=[CH:28][C:23]=1[C@H:21]([O:20][C:2]1[CH:6]=[C:5]([N:7]2[C:11]3[CH:12]=[C:13]([CH:33]=[CH2:34])[CH:14]=[CH:15][C:10]=3[N:9]=[CH:8]2)[S:4][C:3]=1[C:17]([O:19][CH3:40])=[O:18])[CH3:22]. (3) Reactant: [CH3:1][C:2]1[CH:6]=[C:5]([CH3:7])[NH:4][C:3]=1[CH:8]=[O:9].C1C(=O)N([Br:17])C(=O)C1.C(OOC(=O)C1C=CC=CC=1)(=O)C1C=CC=CC=1. Product: [Br:17][C:6]1[C:2]([CH3:1])=[C:3]([CH:8]=[O:9])[NH:4][C:5]=1[CH3:7]. The catalyst class is: 53. (4) Reactant: [C:1]12([CH2:11][NH:12][C:13]([C:15]3[N:20]4[CH:21]=[C:22]([C:24](OCC)=[O:25])[N:23]=[C:19]4[CH:18]=[CH:17][CH:16]=3)=[O:14])[CH2:10][CH:5]3[CH2:6][CH:7]([CH2:9][CH:3]([CH2:4]3)[CH2:2]1)[CH2:8]2.[Li+].[BH4-]. Product: [C:1]12([CH2:11][NH:12][C:13]([C:15]3[N:20]4[CH:21]=[C:22]([CH2:24][OH:25])[N:23]=[C:19]4[CH:18]=[CH:17][CH:16]=3)=[O:14])[CH2:8][CH:7]3[CH2:9][CH:3]([CH2:4][CH:5]([CH2:6]3)[CH2:10]1)[CH2:2]2. The catalyst class is: 1.